Predict the reaction yield, written as a fraction of the theoretical maximum amount of product (1.0 means a 100% yield; for example, 0.34 means a 34% yield). From a dataset of Reaction yield outcomes from USPTO patents with 853,638 reactions. (1) The reactants are [C:1]12([C:11](Cl)=[O:12])[CH2:10][CH:5]3[CH2:6][CH:7]([CH2:9][CH:3]([CH2:4]3)[CH2:2]1)[CH2:8]2.N1C=CC=CC=1.O[NH:21][C:22](=[NH:29])[CH2:23][C:24]1[S:25][CH:26]=[CH:27][CH:28]=1. The catalyst is C1(C)C=CC=CC=1. The product is [C:1]12([C:11]3[O:12][N:29]=[C:22]([CH2:23][C:24]4[S:25][CH:26]=[CH:27][CH:28]=4)[N:21]=3)[CH2:10][CH:5]3[CH2:6][CH:7]([CH2:9][CH:3]([CH2:4]3)[CH2:2]1)[CH2:8]2. The yield is 0.160. (2) The reactants are [F:1][C:2]1([F:35])[CH2:7][CH2:6][CH:5]([N:8]([CH2:33][CH3:34])[C:9]2[C:24]3[CH2:23][CH:22]=[CH:21][CH2:20][CH2:19][C:18]4[CH:25]=[C:26]([CH3:31])[N:27]=[C:28]([O:29]C)[C:17]=4[CH2:16][NH:15][C:14](=[O:32])[C:13]=3[CH:12]=[CH:11][CH:10]=2)[CH2:4][CH2:3]1.FC(F)(F)C([O-])=O.Cl. The catalyst is O1CCOCC1.CO. The product is [F:35][C:2]1([F:1])[CH2:3][CH2:4][CH:5]([N:8]([CH2:33][CH3:34])[C:9]2[C:24]3[CH2:23][CH:22]=[CH:21][CH2:20][CH2:19][C:18]4[CH:25]=[C:26]([CH3:31])[NH:27][C:28](=[O:29])[C:17]=4[CH2:16][NH:15][C:14](=[O:32])[C:13]=3[CH:12]=[CH:11][CH:10]=2)[CH2:6][CH2:7]1. The yield is 0.708. (3) The reactants are Br[C:2]1[CH:3]=[C:4]([CH:7]=[CH:8][C:9]=1[CH:10]([F:12])[F:11])[CH2:5][NH2:6].[N:13]1[CH:18]=[CH:17][C:16](B(O)O)=[CH:15][CH:14]=1.C([O-])(O)=O.[Na+].N#N.Cl. The catalyst is O.CC(O)C.[Pd].C1C=CC(P(C2C=CC=CC=2)[C-]2C=CC=C2)=CC=1.C1C=CC(P(C2C=CC=CC=2)[C-]2C=CC=C2)=CC=1.[Fe+2].ClCl. The product is [F:11][CH:10]([F:12])[C:9]1[CH:8]=[CH:7][C:4]([CH2:5][NH2:6])=[CH:3][C:2]=1[C:16]1[CH:17]=[CH:18][N:13]=[CH:14][CH:15]=1. The yield is 0.910. (4) The reactants are Br[C:2]1[CH:7]=[CH:6][C:5]([N:8]2[CH2:13][CH2:12][S:11](=[N:15][C:16](=[O:21])[C:17]([F:20])([F:19])[F:18])(=[O:14])[CH2:10][CH2:9]2)=[CH:4][CH:3]=1.[B:22]1([B:22]2[O:26][C:25]([CH3:28])([CH3:27])[C:24]([CH3:30])([CH3:29])[O:23]2)[O:26][C:25]([CH3:28])([CH3:27])[C:24]([CH3:30])([CH3:29])[O:23]1.CC([O-])=O.[K+]. The catalyst is CS(C)=O.O.C1C=CC(P(C2C=CC=CC=2)[C-]2C=CC=C2)=CC=1.C1C=CC(P(C2C=CC=CC=2)[C-]2C=CC=C2)=CC=1.Cl[Pd]Cl.[Fe+2]. The product is [F:18][C:17]([F:20])([F:19])[C:16]([N:15]=[S:11]1(=[O:14])[CH2:12][CH2:13][N:8]([C:5]2[CH:6]=[CH:7][C:2]([B:22]3[O:26][C:25]([CH3:28])([CH3:27])[C:24]([CH3:30])([CH3:29])[O:23]3)=[CH:3][CH:4]=2)[CH2:9][CH2:10]1)=[O:21]. The yield is 0.450. (5) The reactants are [F:1][C:2]1[CH:32]=[C:31]([F:33])[CH:30]=[C:29]([F:34])[C:3]=1[C:4]([N:6]([CH3:28])[C:7]1[CH:12]=[CH:11][CH:10]=[C:9]([C:13]([CH:15]2[CH2:20][CH2:19][N:18](C(OC(C)(C)C)=O)[CH2:17][CH2:16]2)=[O:14])[N:8]=1)=[O:5]. The catalyst is FC(F)(F)C(O)=O.C(Cl)Cl. The product is [F:34][C:29]1[CH:30]=[C:31]([F:33])[CH:32]=[C:2]([F:1])[C:3]=1[C:4]([N:6]([CH3:28])[C:7]1[CH:12]=[CH:11][CH:10]=[C:9]([C:13]([CH:15]2[CH2:20][CH2:19][NH:18][CH2:17][CH2:16]2)=[O:14])[N:8]=1)=[O:5]. The yield is 0.850. (6) The reactants are C([O:5][C:6]([CH:8]1[NH:12][CH:11]([CH2:13][C:14]([CH3:17])([CH3:16])[CH3:15])[C:10]2([C:25]3[C:20](=[CH:21][C:22]([Cl:26])=[CH:23][CH:24]=3)[NH:19][C:18]2=[O:27])[CH:9]1[C:28]1[CH:33]=[CH:32][CH:31]=[C:30]([Br:34])[C:29]=1[F:35])=[O:7])(C)(C)C.[F:36][C:37]([F:42])([F:41])[C:38]([OH:40])=[O:39]. The catalyst is ClCCl. The product is [F:36][C:37]([F:42])([F:41])[C:38]([OH:40])=[O:39].[Br:34][C:30]1[C:29]([F:35])=[C:28]([CH:9]2[CH:8]([C:6]([OH:7])=[O:5])[NH:12][CH:11]([CH2:13][C:14]([CH3:17])([CH3:16])[CH3:15])[C:10]32[C:25]2[C:20](=[CH:21][C:22]([Cl:26])=[CH:23][CH:24]=2)[NH:19][C:18]3=[O:27])[CH:33]=[CH:32][CH:31]=1. The yield is 0.980. (7) The reactants are [Cl:1][C:2]1[CH:38]=[CH:37][C:5]([CH2:6][N:7]2[C:12]([NH:13][C:14]3[CH:19]=[CH:18][C:17]([O:20][CH:21]([CH3:23])[CH3:22])=[C:16]([F:24])[CH:15]=3)=[N:11][C:10](=[O:25])[N:9]([CH2:26][C:27]3([CH3:35])[CH2:32][O:31]C(C)(C)[O:29][CH2:28]3)[C:8]2=[O:36])=[CH:4][CH:3]=1.O.C1(C)C=CC(S(O)(=O)=O)=CC=1.C(=O)(O)[O-].[Na+]. The catalyst is CO. The product is [Cl:1][C:2]1[CH:3]=[CH:4][C:5]([CH2:6][N:7]2[C:12]([NH:13][C:14]3[CH:19]=[CH:18][C:17]([O:20][CH:21]([CH3:23])[CH3:22])=[C:16]([F:24])[CH:15]=3)=[N:11][C:10](=[O:25])[N:9]([CH2:26][C:27]([CH2:32][OH:31])([CH2:28][OH:29])[CH3:35])[C:8]2=[O:36])=[CH:37][CH:38]=1. The yield is 0.700.